Task: Regression. Given a peptide amino acid sequence and an MHC pseudo amino acid sequence, predict their binding affinity value. This is MHC class II binding data.. Dataset: Peptide-MHC class II binding affinity with 134,281 pairs from IEDB (1) The peptide sequence is EIDSADKSGCIHNHD. The MHC is DRB1_1101 with pseudo-sequence DRB1_1101. The binding affinity (normalized) is 0.0882. (2) The binding affinity (normalized) is 0.798. The MHC is HLA-DPA10301-DPB10402 with pseudo-sequence HLA-DPA10301-DPB10402. The peptide sequence is GKAFATYTNAKRIVK. (3) The peptide sequence is ELYKYKVVKIEPLGV. The MHC is HLA-DQA10301-DQB10302 with pseudo-sequence HLA-DQA10301-DQB10302. The binding affinity (normalized) is 0.222. (4) The peptide sequence is SSLGVDDVGTPELEL. The MHC is DRB1_0101 with pseudo-sequence DRB1_0101. The binding affinity (normalized) is 0.0191. (5) The peptide sequence is KLKFNSVIVNPSLNG. The MHC is DRB1_1501 with pseudo-sequence DRB1_1501. The binding affinity (normalized) is 0.770. (6) The binding affinity (normalized) is 0.241. The peptide sequence is YFRNEQSIPPLIKKY. The MHC is HLA-DQA10102-DQB10602 with pseudo-sequence HLA-DQA10102-DQB10602. (7) The peptide sequence is KGTSYKICTDKMFFV. The MHC is DRB5_0101 with pseudo-sequence DRB5_0101. The binding affinity (normalized) is 0.505. (8) The peptide sequence is EKKHFAATQFEPLAA. The MHC is HLA-DQA10401-DQB10402 with pseudo-sequence HLA-DQA10401-DQB10402. The binding affinity (normalized) is 0.567. (9) The peptide sequence is PDLPYDYGALEPAIS. The MHC is HLA-DQA10301-DQB10302 with pseudo-sequence HLA-DQA10301-DQB10302. The binding affinity (normalized) is 0.516. (10) The peptide sequence is WQLYMFGETLSRAII. The MHC is DRB4_0101 with pseudo-sequence DRB4_0103. The binding affinity (normalized) is 0.731.